From a dataset of Reaction yield outcomes from USPTO patents with 853,638 reactions. Predict the reaction yield, written as a fraction of the theoretical maximum amount of product (1.0 means a 100% yield; for example, 0.34 means a 34% yield). (1) The reactants are [OH-].[Na+].[CH3:3][NH:4][C:5]1[N:10]=[C:9]([CH2:11][CH2:12][O:13][C:14]2[CH:15]=[CH:16][C:17]3[C:21]([CH2:22][CH2:23][C:24]([O-:26])=[O:25])=[CH:20][S:19][C:18]=3[CH:27]=2)[CH:8]=[CH:7][CH:6]=1.C1COCC1.Cl. The catalyst is O.C(OCC)(=O)C. The product is [CH3:3][NH:4][C:5]1[N:10]=[C:9]([CH2:11][CH2:12][O:13][C:14]2[CH:15]=[CH:16][C:17]3[C:21]([CH2:22][CH2:23][C:24]([OH:26])=[O:25])=[CH:20][S:19][C:18]=3[CH:27]=2)[CH:8]=[CH:7][CH:6]=1. The yield is 0.550. (2) The product is [F:20][C:19]1[C:14]([N:11]2[CH2:12][CH2:13][NH:8][CH2:9][CH2:10]2)=[N:15][CH:16]=[C:17]([C:21]([F:22])([F:23])[F:24])[CH:18]=1. The yield is 0.990. The reactants are C(OC([N:8]1[CH2:13][CH2:12][N:11]([C:14]2[C:19]([F:20])=[CH:18][C:17]([C:21]([F:24])([F:23])[F:22])=[CH:16][N:15]=2)[CH2:10][CH2:9]1)=O)(C)(C)C.FC(F)(F)C(O)=O. The catalyst is ClCCl. (3) The reactants are [CH3:1][O:2][C:3]1[CH:8]=[C:7]([CH2:9][N:10]2[CH2:14][CH2:13][CH2:12][CH2:11]2)[CH:6]=[C:5]([Cl:15])[C:4]=1[OH:16].CC(C)([O-])C.[K+].CS(O[C@H:28]1[CH2:31][C@@H:30]([CH2:32][N:33]2[CH2:38][CH2:37][O:36][CH2:35][CH2:34]2)[CH2:29]1)(=O)=O. The catalyst is CS(C)=O.[Br-].C([N+](CCCC)(CCCC)CCCC)CCC.CCOCC. The product is [ClH:15].[ClH:15].[CH3:1][O:2][C:3]1[CH:8]=[C:7]([CH2:9][N:10]2[CH2:11][CH2:12][CH2:13][CH2:14]2)[CH:6]=[C:5]([Cl:15])[C:4]=1[O:16][C@H:28]1[CH2:29][C@H:30]([CH2:32][N:33]2[CH2:34][CH2:35][O:36][CH2:37][CH2:38]2)[CH2:31]1. The yield is 0.480. (4) The reactants are [CH3:1][C:2]1[CH:10]=[CH:9][C:8]([N:11]([CH3:20])[S:12]([C:15]2[S:16][CH:17]=[CH:18][CH:19]=2)(=[O:14])=[O:13])=[C:7]2[C:3]=1[CH:4]=[C:5]([C:21]([OH:23])=O)[NH:6]2.[N:24]1(O)C2C=CC=CC=2N=N1.Cl.CN(C)CCCN=C=NCC.N. The catalyst is CN(C)C=O. The product is [CH3:1][C:2]1[CH:10]=[CH:9][C:8]([N:11]([CH3:20])[S:12]([C:15]2[S:16][CH:17]=[CH:18][CH:19]=2)(=[O:14])=[O:13])=[C:7]2[C:3]=1[CH:4]=[C:5]([C:21]([NH2:24])=[O:23])[NH:6]2. The yield is 0.840. (5) The reactants are [O:1]=[C:2]1[CH2:7][CH2:6][N:5]([C:8]([O:10][C:11]([CH3:14])([CH3:13])[CH3:12])=[O:9])[CH2:4][CH2:3]1.[BH4-].[Na+]. The catalyst is CO. The product is [OH:1][CH:2]1[CH2:3][CH2:4][N:5]([C:8]([O:10][C:11]([CH3:14])([CH3:13])[CH3:12])=[O:9])[CH2:6][CH2:7]1. The yield is 0.970.